This data is from Reaction yield outcomes from USPTO patents with 853,638 reactions. The task is: Predict the reaction yield, written as a fraction of the theoretical maximum amount of product (1.0 means a 100% yield; for example, 0.34 means a 34% yield). The reactants are Cl[C:2]1[C:7]([NH2:8])=[CH:6][CH:5]=[CH:4][N:3]=1.[N+:9]([C:12]1[CH:13]=[C:14]([CH:18]=[CH:19][CH:20]=1)[C:15](Cl)=[O:16])([O-:11])=[O:10].C(O)(=O)C. The catalyst is N1C=CC=CC=1.CCOC(C)=O. The product is [N+:9]([C:12]1[CH:13]=[C:14]([C:15]2[O:16][C:2]3[C:7]([N:8]=2)=[CH:6][CH:5]=[CH:4][N:3]=3)[CH:18]=[CH:19][CH:20]=1)([O-:11])=[O:10]. The yield is 0.350.